From a dataset of Retrosynthesis with 50K atom-mapped reactions and 10 reaction types from USPTO. Predict the reactants needed to synthesize the given product. Given the product O=C(COCCOCCNC(=O)C(O)C(O)C(O)C(O)CO)NCc1cccc(C2C(CCC(O)c3ccc(F)cc3)C(=O)N2c2ccc(F)cc2)c1, predict the reactants needed to synthesize it. The reactants are: NCc1cccc(C2C(CCC(O)c3ccc(F)cc3)C(=O)N2c2ccc(F)cc2)c1.O=C(O)COCCOCCNC(=O)C(O)C(O)C(O)C(O)CO.